From a dataset of NCI-60 drug combinations with 297,098 pairs across 59 cell lines. Regression. Given two drug SMILES strings and cell line genomic features, predict the synergy score measuring deviation from expected non-interaction effect. (1) Drug 1: C1CC(=O)NC(=O)C1N2CC3=C(C2=O)C=CC=C3N. Drug 2: CC1C(C(=O)NC(C(=O)N2CCCC2C(=O)N(CC(=O)N(C(C(=O)O1)C(C)C)C)C)C(C)C)NC(=O)C3=C4C(=C(C=C3)C)OC5=C(C(=O)C(=C(C5=N4)C(=O)NC6C(OC(=O)C(N(C(=O)CN(C(=O)C7CCCN7C(=O)C(NC6=O)C(C)C)C)C)C(C)C)C)N)C. Cell line: NCIH23. Synergy scores: CSS=1.42, Synergy_ZIP=-1.34, Synergy_Bliss=-1.79, Synergy_Loewe=-0.948, Synergy_HSA=-1.78. (2) Drug 1: CC(C1=C(C=CC(=C1Cl)F)Cl)OC2=C(N=CC(=C2)C3=CN(N=C3)C4CCNCC4)N. Synergy scores: CSS=24.7, Synergy_ZIP=-0.533, Synergy_Bliss=2.40, Synergy_Loewe=1.00, Synergy_HSA=4.39. Cell line: HOP-92. Drug 2: C1CCC(C(C1)N)N.C(=O)(C(=O)[O-])[O-].[Pt+4]. (3) Drug 1: CS(=O)(=O)C1=CC(=C(C=C1)C(=O)NC2=CC(=C(C=C2)Cl)C3=CC=CC=N3)Cl. Drug 2: CC1C(C(CC(O1)OC2CC(OC(C2O)C)OC3=CC4=CC5=C(C(=O)C(C(C5)C(C(=O)C(C(C)O)O)OC)OC6CC(C(C(O6)C)O)OC7CC(C(C(O7)C)O)OC8CC(C(C(O8)C)O)(C)O)C(=C4C(=C3C)O)O)O)O. Cell line: HCT116. Synergy scores: CSS=48.9, Synergy_ZIP=19.8, Synergy_Bliss=24.4, Synergy_Loewe=23.1, Synergy_HSA=23.1. (4) Drug 1: CC(C)(C1=NC(=CC=C1)N2C3=NC(=NC=C3C(=O)N2CC=C)NC4=CC=C(C=C4)N5CCN(CC5)C)O. Drug 2: C1CC(C1)(C2=CC=C(C=C2)C3=C(C=C4C(=N3)C=CN5C4=NNC5=O)C6=CC=CC=C6)N. Cell line: HCT116. Synergy scores: CSS=38.1, Synergy_ZIP=2.55, Synergy_Bliss=2.53, Synergy_Loewe=2.93, Synergy_HSA=4.09. (5) Drug 1: CC1=C2C(C(=O)C3(C(CC4C(C3C(C(C2(C)C)(CC1OC(=O)C(C(C5=CC=CC=C5)NC(=O)OC(C)(C)C)O)O)OC(=O)C6=CC=CC=C6)(CO4)OC(=O)C)OC)C)OC. Drug 2: CC1CCC2CC(C(=CC=CC=CC(CC(C(=O)C(C(C(=CC(C(=O)CC(OC(=O)C3CCCCN3C(=O)C(=O)C1(O2)O)C(C)CC4CCC(C(C4)OC)O)C)C)O)OC)C)C)C)OC. Cell line: HCC-2998. Synergy scores: CSS=66.5, Synergy_ZIP=9.74, Synergy_Bliss=9.10, Synergy_Loewe=13.5, Synergy_HSA=14.7.